From a dataset of Full USPTO retrosynthesis dataset with 1.9M reactions from patents (1976-2016). Predict the reactants needed to synthesize the given product. Given the product [CH3:10][C:9]([CH3:12])([CH3:11])[C:8]#[C:7][C:5]1[S:4][C:3]([C:13]([O:15][CH3:16])=[O:14])=[C:2]([NH:24][CH2:23][CH:22]([N:17]2[CH:21]=[CH:20][CH:19]=[N:18]2)[CH3:25])[CH:6]=1, predict the reactants needed to synthesize it. The reactants are: Br[C:2]1[CH:6]=[C:5]([C:7]#[C:8][C:9]([CH3:12])([CH3:11])[CH3:10])[S:4][C:3]=1[C:13]([O:15][CH3:16])=[O:14].[N:17]1([CH:22]([CH3:25])[CH2:23][NH2:24])[CH:21]=[CH:20][CH:19]=[N:18]1.C(=O)([O-])[O-].[Cs+].[Cs+].COC1C=CC=C(OC)C=1C1C=CC=CC=1P(C1CCCCC1)C1CCCCC1.